Dataset: Catalyst prediction with 721,799 reactions and 888 catalyst types from USPTO. Task: Predict which catalyst facilitates the given reaction. (1) Reactant: [CH:1]1([C:7]([NH:9][C:10]2[CH:11]=[C:12]([CH:17]3[C:26]([CH3:28])([CH3:27])[CH2:25][C:24]4[C:19](=[CH:20][CH:21]=[C:22]([C:29]([O:31]C)=[O:30])[CH:23]=4)[NH:18]3)[CH:13]=[CH:14][C:15]=2[F:16])=[O:8])[CH2:6][CH2:5][CH2:4][CH2:3][CH2:2]1.[OH-].[Na+]. Product: [CH:1]1([C:7]([NH:9][C:10]2[CH:11]=[C:12]([CH:17]3[C:26]([CH3:28])([CH3:27])[CH2:25][C:24]4[C:19](=[CH:20][CH:21]=[C:22]([C:29]([OH:31])=[O:30])[CH:23]=4)[NH:18]3)[CH:13]=[CH:14][C:15]=2[F:16])=[O:8])[CH2:6][CH2:5][CH2:4][CH2:3][CH2:2]1. The catalyst class is: 5. (2) Reactant: [Br:1][C:2]1[CH:3]=[C:4]2[C:8](=[CH:9][CH:10]=1)[NH:7][C:6](=[O:11])[CH2:5]2.[CH2:12]([N:14]([CH2:28][CH3:29])[CH2:15][CH2:16][NH:17][C:18]([C:20]1[CH:24]=[C:23]([CH3:25])[NH:22][C:21]=1[CH:26]=O)=[O:19])[CH3:13].N1CCCCC1. The catalyst class is: 8. Product: [CH2:28]([N:14]([CH2:12][CH3:13])[CH2:15][CH2:16][NH:17][C:18]([C:20]1[CH:24]=[C:23]([CH3:25])[NH:22][C:21]=1[CH:26]=[C:5]1[C:4]2[C:8](=[CH:9][CH:10]=[C:2]([Br:1])[CH:3]=2)[NH:7][C:6]1=[O:11])=[O:19])[CH3:29]. (3) Reactant: [Cl:1][C:2]1[C:3]([C:22]2[N:27]=[C:26]([NH:28][C:29]3[CH:34]=[CH:33][N:32]=[CH:31][C:30]=3[C:35]([O:37]CC)=[O:36])[CH:25]=[CH:24][N:23]=2)=[N:4][N:5]([CH2:10][C:11]2[C:16]([F:17])=[CH:15][C:14]([O:18][CH2:19][CH3:20])=[CH:13][C:12]=2[F:21])[C:6]=1[CH:7]1[CH2:9][CH2:8]1.[OH-].[Li+].O.C(O)(=O)CC(CC(O)=O)(C(O)=O)O. Product: [Cl:1][C:2]1[C:3]([C:22]2[N:27]=[C:26]([NH:28][C:29]3[C:30]([C:35]([OH:37])=[O:36])=[CH:31][N:32]=[CH:33][CH:34]=3)[CH:25]=[CH:24][N:23]=2)=[N:4][N:5]([CH2:10][C:11]2[C:12]([F:21])=[CH:13][C:14]([O:18][CH2:19][CH3:20])=[CH:15][C:16]=2[F:17])[C:6]=1[CH:7]1[CH2:9][CH2:8]1. The catalyst class is: 273. (4) Reactant: [C:1]1([C:7]2[N:8]=[C:9]([N:12]3[CH2:17][CH2:16][NH:15][CH2:14][CH2:13]3)[S:10][CH:11]=2)[CH:6]=[CH:5][CH:4]=[CH:3][CH:2]=1.[O:18]1[C:22]2[CH:23]=[CH:24][CH:25]=[CH:26][C:21]=2[C:20]([N:27](C(OCC(Cl)(Cl)Cl)=O)[C:28](OCC(Cl)(Cl)Cl)=[O:29])=[N:19]1.C(N(C(C)C)CC)(C)C.CS(C)=O. Product: [O:18]1[C:22]2[CH:23]=[CH:24][CH:25]=[CH:26][C:21]=2[C:20]([NH:27][C:28]([N:15]2[CH2:16][CH2:17][N:12]([C:9]3[S:10][CH:11]=[C:7]([C:1]4[CH:2]=[CH:3][CH:4]=[CH:5][CH:6]=4)[N:8]=3)[CH2:13][CH2:14]2)=[O:29])=[N:19]1. The catalyst class is: 6. (5) Reactant: [NH2:1][C:2]1[N:3]=[C:4]([S:10][CH3:11])[S:5][C:6]=1[C:7]([NH2:9])=[O:8].[CH:12](O)=O. Product: [CH3:11][S:10][C:4]1[S:5][C:6]2[C:7](=[O:8])[N:9]=[CH:12][NH:1][C:2]=2[N:3]=1. The catalyst class is: 6. (6) Reactant: [C:1]([O:5][C:6](=[O:47])[NH:7][CH:8]([CH2:20][C:21]1[CH:26]=[CH:25][C:24]([O:27][C:28]2[CH:33]=[CH:32][C:31]([CH2:34][CH2:35][C:36](=[O:46])[NH:37][O:38]CC3C=CC=CC=3)=[CH:30][CH:29]=2)=[CH:23][CH:22]=1)[C:9]([N:11]1[CH2:16][CH2:15][N:14]([C:17](=[O:19])[CH3:18])[CH2:13][CH2:12]1)=[O:10])([CH3:4])([CH3:3])[CH3:2].[H][H]. Product: [C:1]([O:5][C:6](=[O:47])[NH:7][CH:8]([CH2:20][C:21]1[CH:26]=[CH:25][C:24]([O:27][C:28]2[CH:29]=[CH:30][C:31]([CH2:34][CH2:35][C:36](=[O:46])[NH:37][OH:38])=[CH:32][CH:33]=2)=[CH:23][CH:22]=1)[C:9]([N:11]1[CH2:12][CH2:13][N:14]([C:17](=[O:19])[CH3:18])[CH2:15][CH2:16]1)=[O:10])([CH3:2])([CH3:3])[CH3:4]. The catalyst class is: 19. (7) Reactant: [C:1](=[N:4][OH:5])([NH2:3])[CH3:2].[H-].[Na+].CO[C:10](=O)[C:11]1[CH:16]=[CH:15][CH:14]=[N:13][C:12]=1[N:17]1[CH:21]=[C:20]([CH2:22][N:23]2[CH2:39][CH2:38][C:26]3([C:31]4[S:32][C:33]([Cl:35])=[CH:34][C:30]=4[C:29]([F:37])([F:36])[CH2:28][O:27]3)[CH2:25][CH2:24]2)[C:19]([CH3:40])=[N:18]1. Product: [Cl:35][C:33]1[S:32][C:31]2[C:26]3([CH2:25][CH2:24][N:23]([CH2:22][C:20]4[C:19]([CH3:40])=[N:18][N:17]([C:12]5[C:11]([C:10]6[O:5][N:4]=[C:1]([CH3:2])[N:3]=6)=[CH:16][CH:15]=[CH:14][N:13]=5)[CH:21]=4)[CH2:39][CH2:38]3)[O:27][CH2:28][C:29]([F:36])([F:37])[C:30]=2[CH:34]=1. The catalyst class is: 7. (8) Reactant: [C:1]([O:5][C:6](=[O:28])[NH:7][C@@H:8]1[CH2:13][CH2:12][CH2:11][CH2:10][C@H:9]1[C:14]([N:16]1[CH2:19][CH:18]([O:20][C:21]2[CH:26]=[CH:25][C:24]([Cl:27])=[CH:23][CH:22]=2)[CH2:17]1)=O)([CH3:4])([CH3:3])[CH3:2].[H-].[H-].[H-].[H-].[Li+].[Al+3]. Product: [C:1]([O:5][C:6](=[O:28])[NH:7][C@@H:8]1[CH2:13][CH2:12][CH2:11][CH2:10][C@@H:9]1[CH2:14][N:16]1[CH2:19][CH:18]([O:20][C:21]2[CH:26]=[CH:25][C:24]([Cl:27])=[CH:23][CH:22]=2)[CH2:17]1)([CH3:4])([CH3:2])[CH3:3]. The catalyst class is: 1. (9) Reactant: [CH3:1][O:2][C:3]1[CH:4]=[C:5]([CH:8]=[C:9]([O:13][CH3:14])[C:10]=1[O:11][CH3:12])[CH:6]=O.[ClH:15].CO.[CH3:18][O:19][C:20]1[C:35]([O:36][CH3:37])=[CH:34][CH:33]=[CH:32][C:21]=1[CH2:22][NH:23][CH2:24][CH:25](OCC)OCC. Product: [ClH:15].[CH3:1][O:2][C:3]1[CH:4]=[C:5]([CH:8]=[C:9]([O:13][CH3:14])[C:10]=1[O:11][CH3:12])[CH2:6][C:25]1[C:32]2[C:21](=[C:20]([O:19][CH3:18])[C:35]([O:36][CH3:37])=[CH:34][CH:33]=2)[CH:22]=[N:23][CH:24]=1. The catalyst class is: 14. (10) Reactant: [CH2:1]([Mg]Cl)[CH2:2][CH3:3].[CH2:6]([C:8]1[CH:13]=[CH:12][CH:11]=[C:10]([CH2:14][CH3:15])[C:9]=1[C:16]1[N:21]=[CH:20][C:19]([CH:22]=[O:23])=[C:18]([O:24][CH2:25][CH3:26])[CH:17]=1)[CH3:7].[NH4+].[Cl-]. The catalyst class is: 28. Product: [CH2:6]([C:8]1[CH:13]=[CH:12][CH:11]=[C:10]([CH2:14][CH3:15])[C:9]=1[C:16]1[N:21]=[CH:20][C:19]([CH:22]([OH:23])[CH2:1][CH2:2][CH3:3])=[C:18]([O:24][CH2:25][CH3:26])[CH:17]=1)[CH3:7].